This data is from Reaction yield outcomes from USPTO patents with 853,638 reactions. The task is: Predict the reaction yield, written as a fraction of the theoretical maximum amount of product (1.0 means a 100% yield; for example, 0.34 means a 34% yield). The reactants are [N+:1]([C:4]1[NH:8][N:7]=[C:6]([C:9]([OH:11])=[O:10])[CH:5]=1)([O-:3])=[O:2].S(Cl)(Cl)=O.[CH3:16]O. No catalyst specified. The product is [N+:1]([C:4]1[NH:8][N:7]=[C:6]([C:9]([O:11][CH3:16])=[O:10])[CH:5]=1)([O-:3])=[O:2]. The yield is 1.00.